From a dataset of Full USPTO retrosynthesis dataset with 1.9M reactions from patents (1976-2016). Predict the reactants needed to synthesize the given product. (1) Given the product [CH:14]1([N:10]2[CH2:11][CH2:12][CH2:13][N:7]([C:5]([CH:3]3[CH2:2][N:1]([C:34](=[O:35])[CH2:33][CH:30]4[CH2:31][CH2:32][O:27][CH2:28][CH2:29]4)[CH2:4]3)=[O:6])[CH2:8][CH2:9]2)[CH2:17][CH2:16][CH2:15]1, predict the reactants needed to synthesize it. The reactants are: [NH:1]1[CH2:4][CH:3]([C:5]([N:7]2[CH2:13][CH2:12][CH2:11][N:10]([CH:14]3[CH2:17][CH2:16][CH2:15]3)[CH2:9][CH2:8]2)=[O:6])[CH2:2]1.CCN(C(C)C)C(C)C.[O:27]1[CH2:32][CH2:31][CH:30]([CH2:33][C:34](Cl)=[O:35])[CH2:29][CH2:28]1.Cl. (2) Given the product [Cl:1][C:2]1[N:7]=[C:6]([C:20]2[CH:19]=[CH:18][C:13]([C:14]([O:16][CH3:17])=[O:15])=[C:12]([O:11][CH3:10])[CH:21]=2)[C:5]([CH3:9])=[CH:4][N:3]=1, predict the reactants needed to synthesize it. The reactants are: [Cl:1][C:2]1[N:7]=[C:6](Cl)[C:5]([CH3:9])=[CH:4][N:3]=1.[CH3:10][O:11][C:12]1[CH:21]=[C:20](B2OC(C)(C)C(C)(C)O2)[CH:19]=[CH:18][C:13]=1[C:14]([O:16][CH3:17])=[O:15].C(O)CC.C(=O)(O)[O-].[Na+]. (3) Given the product [N:1]1([CH:6]([C:13]2[CH:18]=[CH:17][CH:16]=[CH:15][CH:14]=2)[CH2:7][C:8]([O:10][CH2:11][CH3:12])=[O:9])[CH:5]=[CH:4][N:3]=[CH:2]1, predict the reactants needed to synthesize it. The reactants are: [N:1]1([C:6]([C:13]2[CH:18]=[CH:17][CH:16]=[CH:15][CH:14]=2)=[CH:7][C:8]([O:10][CH2:11][CH3:12])=[O:9])[CH:5]=[CH:4][N:3]=[CH:2]1.[H][H].